Dataset: Tyrosyl-DNA phosphodiesterase HTS with 341,365 compounds. Task: Binary Classification. Given a drug SMILES string, predict its activity (active/inactive) in a high-throughput screening assay against a specified biological target. (1) The compound is s1c(c(n2cccc2)cc1)C(=O)NNC(=O)c1ccc(F)cc1. The result is 0 (inactive). (2) The compound is s1nc(C(=O)Nc2cc(C(=O)N3CCC(CC3)C)ccc2C)c2c1cccc2. The result is 0 (inactive). (3) The drug is FC(F)Oc1ccc(NC(=O)c2c3c(nc(c2)c2ccncc2)ccc(c3)C)cc1. The result is 1 (active). (4) The drug is o1c(C(=O)Nc2[nH]n3C(c4ccccc4)C=C(N=c3n2)c2ccccc2)ccc1. The result is 0 (inactive). (5) The drug is Brc1sc(S(=O)(=O)Nc2ccc(cc2)C(OCC)=O)cc1. The result is 0 (inactive). (6) The molecule is O(c1c(NC(=O)/C=C\C(=O)N)cccc1)C. The result is 0 (inactive). (7) The compound is s1c(N2CCCCC2)nnc1n1c(CNc2cc(OC)c(OC)cc2)ccc1. The result is 0 (inactive). (8) The drug is S=c1[nH]c2c(C3(CCCCC3)Cc3c2cccc3)c(n1)N. The result is 0 (inactive). (9) The molecule is S1C(N2CCN(CC2)c2ccccc2)=NC(=O)C1Cc1cc(ccc1)C. The result is 0 (inactive).